Binary Classification. Given a drug SMILES string, predict its activity (active/inactive) in a high-throughput screening assay against a specified biological target. From a dataset of M1 muscarinic receptor antagonist screen with 61,756 compounds. (1) The drug is s1c(C(N(C2CC2)C(=O)c2nnsc2)C(=O)NCc2ccc(OC)cc2)ccc1. The result is 0 (inactive). (2) The molecule is S(=O)(=O)(c1c(NC(=O)C)cc(C(=O)N2CCN(CC2)C(OCC)=O)cc1)c1ccc(cc1)C. The result is 0 (inactive).